This data is from Catalyst prediction with 721,799 reactions and 888 catalyst types from USPTO. The task is: Predict which catalyst facilitates the given reaction. (1) Reactant: Cl[C:2]1[C:3](=[O:10])[O:4][C:5]([CH3:9])=[C:6]([Cl:8])[N:7]=1.[F:11][C:12]1[CH:18]=[C:17]([I:19])[CH:16]=[CH:15][C:13]=1[NH2:14].O. Product: [Cl:8][C:6]1[N:7]=[C:2]([NH:14][C:13]2[CH:15]=[CH:16][C:17]([I:19])=[CH:18][C:12]=2[F:11])[C:3](=[O:10])[O:4][C:5]=1[CH3:9]. The catalyst class is: 7. (2) Reactant: [Br:1][C:2]1[CH:11]=[C:10]2[C:5]([CH:6]=[C:7]([O:13][CH3:14])[C:8]([NH2:12])=[CH:9]2)=[CH:4][CH:3]=1.[C:15](OC(=O)C)(=[O:17])[CH3:16].N1C=CC=CC=1. Product: [Br:1][C:2]1[CH:11]=[C:10]2[C:5]([CH:6]=[C:7]([O:13][CH3:14])[C:8]([NH:12][C:15](=[O:17])[CH3:16])=[CH:9]2)=[CH:4][CH:3]=1. The catalyst class is: 6. (3) Reactant: [N+:1]([C:4]1[C:12]2[C:7](=[CH:8][CH:9]=[CH:10][CH:11]=2)[N:6]([C:13](=[O:15])[CH3:14])[CH:5]=1)([O-])=O.[C:16](O[C:16]([O:18][C:19]([CH3:22])([CH3:21])[CH3:20])=[O:17])([O:18][C:19]([CH3:22])([CH3:21])[CH3:20])=[O:17]. Product: [C:13]([N:6]1[C:7]2[C:12](=[CH:11][CH:10]=[CH:9][CH:8]=2)[C:4]([NH:1][C:16](=[O:17])[O:18][C:19]([CH3:22])([CH3:21])[CH3:20])=[CH:5]1)(=[O:15])[CH3:14]. The catalyst class is: 5.